Dataset: Forward reaction prediction with 1.9M reactions from USPTO patents (1976-2016). Task: Predict the product of the given reaction. (1) The product is: [O:7]=[C:6]1[C:8]2[N:9]=[CH:10][CH:11]=[CH:12][C:13]=2[CH:14]=[C:15]([C:16]([O:18][CH2:19][CH3:20])=[O:17])[NH:5]1. Given the reactants C([NH:5][C:6]([C:8]1[C:13]([CH2:14][C:15](=O)[C:16]([O:18][CH2:19][CH3:20])=[O:17])=[CH:12][CH:11]=[CH:10][N:9]=1)=[O:7])(C)(C)C.C([O-])(=O)C.[NH4+], predict the reaction product. (2) Given the reactants [C:9](O[C:9]([O:11][C:12]([CH3:15])([CH3:14])[CH3:13])=[O:10])([O:11][C:12]([CH3:15])([CH3:14])[CH3:13])=[O:10].[CH2:16]([NH:19][CH2:20][C:21]1[CH:22]=[CH:23][CH:24]=[C:25]2[C:29]=1[NH:28][CH:27]=[CH:26]2)[CH:17]=[CH2:18].C(OCC)(=O)C, predict the reaction product. The product is: [C:12]([O:11][C:9]([N:19]([CH2:16][CH:17]=[CH2:18])[CH2:20][C:21]1[CH:22]=[CH:23][CH:24]=[C:25]2[C:29]=1[NH:28][CH:27]=[CH:26]2)=[O:10])([CH3:13])([CH3:14])[CH3:15]. (3) The product is: [F:53][C:54]1[CH:55]=[C:56]([NH:61][C:62](=[O:63])[NH:32][C:33]2[CH:34]=[CH:35][C:36]([C:39]3[S:43][C:42]([CH2:44][NH:45][S:46]([C:49]([F:50])([F:51])[F:52])(=[O:48])=[O:47])=[N:41][CH:40]=3)=[CH:37][CH:38]=2)[CH:57]=[C:58]([F:60])[CH:59]=1. Given the reactants FC(F)(F)C1C=C(NC(=O)NC2C=CC(C3SC(CCC(OC)=O)=NC=3)=CC=2)C=CC=1.[NH2:32][C:33]1[CH:38]=[CH:37][C:36]([C:39]2[S:43][C:42]([CH2:44][NH:45][S:46]([C:49]([F:52])([F:51])[F:50])(=[O:48])=[O:47])=[N:41][CH:40]=2)=[CH:35][CH:34]=1.[F:53][C:54]1[CH:55]=[C:56]([N:61]=[C:62]=[O:63])[CH:57]=[C:58]([F:60])[CH:59]=1, predict the reaction product. (4) The product is: [F:13][C:14]1[CH:22]=[C:21]([F:23])[CH:20]=[CH:19][C:15]=1[C:16]([N:10]=[C:8]1[N:7]([CH:25]([CH2:30][CH3:31])[C:26]([OH:28])=[O:27])[C:6]2[CH:11]=[C:2]([F:1])[C:3]([F:12])=[CH:4][C:5]=2[S:9]1)=[O:17]. Given the reactants [F:1][C:2]1[C:3]([F:12])=[CH:4][C:5]2[S:9][C:8]([NH2:10])=[N:7][C:6]=2[CH:11]=1.[F:13][C:14]1[CH:22]=[C:21]([F:23])[CH:20]=[CH:19][C:15]=1[C:16](Cl)=[O:17].Br[CH:25]([CH2:30][CH3:31])[C:26]([O:28]C)=[O:27].COC1C=CC2N=C(N)SC=2C=1.ClC1C=C(C=CC=1)C(Cl)=O.BrCC(OCC)=O, predict the reaction product. (5) Given the reactants Cl[C:2]1[CH:11]=[C:10]([CH3:12])[C:9]2[C:4](=[CH:5][CH:6]=[CH:7][CH:8]=2)[N:3]=1.[CH2:13]([N:15]1[CH2:20][CH2:19][NH:18][CH2:17][CH2:16]1)[CH3:14], predict the reaction product. The product is: [CH2:13]([N:15]1[CH2:20][CH2:19][N:18]([C:2]2[CH:11]=[C:10]([CH3:12])[C:9]3[C:4](=[CH:5][CH:6]=[CH:7][CH:8]=3)[N:3]=2)[CH2:17][CH2:16]1)[CH3:14]. (6) Given the reactants [N:1]1[CH:6]=[CH:5][CH:4]=[CH:3][C:2]=1[NH:7][C:8]1[CH:13]=[CH:12][CH:11]=[CH:10][C:9]=1[NH2:14].[CH3:15][C:16]1[CH:26]=[CH:25][CH:24]=[CH:23][C:17]=1/[CH:18]=[CH:19]/[C:20]([Cl:22])=O.N1C=CC=CC=1N1C2C=CC=CC=2N=C1/C=C/C1C=CC=CC=1.Cl, predict the reaction product. The product is: [ClH:22].[CH3:15][C:16]1[CH:26]=[CH:25][CH:24]=[CH:23][C:17]=1/[CH:18]=[CH:19]/[C:20]1[N:7]([C:2]2[CH:3]=[CH:4][CH:5]=[CH:6][N:1]=2)[C:8]2[CH:13]=[CH:12][CH:11]=[CH:10][C:9]=2[N:14]=1. (7) The product is: [Cl:3][C:13]1[CH:14]=[CH:15][N:10]=[C:11]([C:16]([N:22]([CH:23]([CH3:25])[CH3:24])[CH:19]([CH3:21])[CH3:20])=[O:18])[CH:12]=1. Given the reactants S(Cl)([Cl:3])=O.CN(C)C=O.[N:10]1[CH:15]=[CH:14][CH:13]=[CH:12][C:11]=1[C:16]([OH:18])=O.[CH:19]([NH:22][CH:23]([CH3:25])[CH3:24])([CH3:21])[CH3:20], predict the reaction product.